Task: Regression/Classification. Given a drug SMILES string, predict its toxicity properties. Task type varies by dataset: regression for continuous values (e.g., LD50, hERG inhibition percentage) or binary classification for toxic/non-toxic outcomes (e.g., AMES mutagenicity, cardiotoxicity, hepatotoxicity). Dataset: ld50_zhu.. Dataset: Acute oral toxicity (LD50) regression data from Zhu et al. (1) The compound is CC(C)(CO)S(C)(=O)=O. The rat oral LD50 is 1.13, given as -log10 of the dose in mol/kg body weight (higher means more acutely toxic). (2) The molecule is CC(C)N(CCO)C(C)C. The rat oral LD50 is 2.13, given as -log10 of the dose in mol/kg body weight (higher means more acutely toxic). (3) The rat oral LD50 is 2.23, given as -log10 of the dose in mol/kg body weight (higher means more acutely toxic). The compound is NN1C(=O)CC(c2cccc(Br)c2)C1=O. (4) The molecule is CCCCNc1ccccc1. The rat oral LD50 is 1.96, given as -log10 of the dose in mol/kg body weight (higher means more acutely toxic). (5) The drug is CCON=C(OC(=O)c1ccccc1)c1c(OC)ccc(Cl)c1OC. The rat oral LD50 is 1.39, given as -log10 of the dose in mol/kg body weight (higher means more acutely toxic). (6) The drug is CCCP(c1ccccc1)c1ccccc1. The rat oral LD50 is 2.27, given as -log10 of the dose in mol/kg body weight (higher means more acutely toxic). (7) The drug is Cc1cccc(C)c1Nc1ncccc1C(=O)O. The rat oral LD50 is 5.02, given as -log10 of the dose in mol/kg body weight (higher means more acutely toxic).